Dataset: Peptide-MHC class I binding affinity with 185,985 pairs from IEDB/IMGT. Task: Regression. Given a peptide amino acid sequence and an MHC pseudo amino acid sequence, predict their binding affinity value. This is MHC class I binding data. The peptide sequence is LIVNSVLLFL. The MHC is HLA-A02:02 with pseudo-sequence HLA-A02:02. The binding affinity (normalized) is 0.880.